From a dataset of Full USPTO retrosynthesis dataset with 1.9M reactions from patents (1976-2016). Predict the reactants needed to synthesize the given product. (1) Given the product [CH2:1]([C:3]1[CH:8]=[CH:7][C:6]([CH:9]2[CH2:10][CH:11]([C:23]3[O:25][N:35]=[C:33]([C:30]4[CH:31]=[CH:32][C:27]([F:26])=[CH:28][CH:29]=4)[N:34]=3)[CH2:12][N:13]([C:15]([N:17]3[CH2:22][CH2:21][O:20][CH2:19][CH2:18]3)=[O:16])[CH2:14]2)=[CH:5][CH:4]=1)[CH3:2], predict the reactants needed to synthesize it. The reactants are: [CH2:1]([C:3]1[CH:8]=[CH:7][C:6]([CH:9]2[CH2:14][N:13]([C:15]([N:17]3[CH2:22][CH2:21][O:20][CH2:19][CH2:18]3)=[O:16])[CH2:12][CH:11]([C:23]([OH:25])=O)[CH2:10]2)=[CH:5][CH:4]=1)[CH3:2].[F:26][C:27]1[CH:32]=[CH:31][C:30]([C:33](=[N:35]O)[NH2:34])=[CH:29][CH:28]=1. (2) Given the product [CH3:1][O:2][C:3]1[CH:4]=[C:5]([CH:9]=[C:10]([O:13][CH3:14])[C:11]=1[CH3:12])[C:6]([NH2:17])=[O:7], predict the reactants needed to synthesize it. The reactants are: [CH3:1][O:2][C:3]1[CH:4]=[C:5]([CH:9]=[C:10]([O:13][CH3:14])[C:11]=1[CH3:12])[C:6](O)=[O:7].CC[N:17](C(C)C)C(C)C.CN(C(ON1N=NC2C=CC=CC1=2)=[N+](C)C)C.F[P-](F)(F)(F)(F)F.[NH4+].[OH-]. (3) Given the product [Cl:22][C:23]1[CH:24]=[C:25]2[C:29](=[CH:30][CH:31]=1)[NH:28][C:27](=[O:32])[C:26]2=[CH:20][C:3]1[NH:4][C:5]2[CH2:10][CH2:9][N:8]([CH2:11][CH2:12][N:13]3[CH2:14][CH2:15][O:16][CH2:17][CH2:18]3)[C:7](=[O:19])[C:6]=2[C:2]=1[CH3:1], predict the reactants needed to synthesize it. The reactants are: [CH3:1][C:2]1[C:6]2[C:7](=[O:19])[N:8]([CH2:11][CH2:12][N:13]3[CH2:18][CH2:17][O:16][CH2:15][CH2:14]3)[CH2:9][CH2:10][C:5]=2[NH:4][C:3]=1[CH:20]=O.[Cl:22][C:23]1[CH:24]=[C:25]2[C:29](=[CH:30][CH:31]=1)[NH:28][C:27](=[O:32])[CH2:26]2.